Dataset: NCI-60 drug combinations with 297,098 pairs across 59 cell lines. Task: Regression. Given two drug SMILES strings and cell line genomic features, predict the synergy score measuring deviation from expected non-interaction effect. (1) Drug 1: C1CNP(=O)(OC1)N(CCCl)CCCl. Drug 2: CN1C=C(C=N1)C2=C3N=C(C(=C(N3N=C2)N)Br)C4CCCNC4. Cell line: UACC62. Synergy scores: CSS=18.2, Synergy_ZIP=5.53, Synergy_Bliss=9.25, Synergy_Loewe=-10.4, Synergy_HSA=4.59. (2) Drug 1: C1C(C(OC1N2C=C(C(=O)NC2=O)F)CO)O. Drug 2: C1=NC2=C(N=C(N=C2N1C3C(C(C(O3)CO)O)O)F)N. Cell line: SK-OV-3. Synergy scores: CSS=15.4, Synergy_ZIP=-9.97, Synergy_Bliss=0.602, Synergy_Loewe=-10.8, Synergy_HSA=0.782. (3) Drug 1: C1C(C(OC1N2C=C(C(=O)NC2=O)F)CO)O. Drug 2: CN(C(=O)NC(C=O)C(C(C(CO)O)O)O)N=O. Cell line: SF-539. Synergy scores: CSS=44.1, Synergy_ZIP=-3.22, Synergy_Bliss=-6.04, Synergy_Loewe=-71.8, Synergy_HSA=-4.89. (4) Drug 1: C1CCC(CC1)NC(=O)N(CCCl)N=O. Drug 2: C1CC(=O)NC(=O)C1N2C(=O)C3=CC=CC=C3C2=O. Cell line: KM12. Synergy scores: CSS=18.5, Synergy_ZIP=9.53, Synergy_Bliss=11.4, Synergy_Loewe=2.60, Synergy_HSA=4.23. (5) Drug 1: CS(=O)(=O)C1=CC(=C(C=C1)C(=O)NC2=CC(=C(C=C2)Cl)C3=CC=CC=N3)Cl. Drug 2: CC1=C(N=C(N=C1N)C(CC(=O)N)NCC(C(=O)N)N)C(=O)NC(C(C2=CN=CN2)OC3C(C(C(C(O3)CO)O)O)OC4C(C(C(C(O4)CO)O)OC(=O)N)O)C(=O)NC(C)C(C(C)C(=O)NC(C(C)O)C(=O)NCCC5=NC(=CS5)C6=NC(=CS6)C(=O)NCCC[S+](C)C)O. Cell line: T-47D. Synergy scores: CSS=5.86, Synergy_ZIP=-3.68, Synergy_Bliss=-3.14, Synergy_Loewe=-3.73, Synergy_HSA=-3.41. (6) Drug 1: CN(C)N=NC1=C(NC=N1)C(=O)N. Drug 2: C(CN)CNCCSP(=O)(O)O. Cell line: EKVX. Synergy scores: CSS=-0.534, Synergy_ZIP=1.33, Synergy_Bliss=3.40, Synergy_Loewe=-1.14, Synergy_HSA=-0.163. (7) Drug 1: CN(C)C1=NC(=NC(=N1)N(C)C)N(C)C. Drug 2: CC1CCCC2(C(O2)CC(NC(=O)CC(C(C(=O)C(C1O)C)(C)C)O)C(=CC3=CSC(=N3)C)C)C. Cell line: HCT116. Synergy scores: CSS=5.38, Synergy_ZIP=-1.05, Synergy_Bliss=-1.01, Synergy_Loewe=-5.64, Synergy_HSA=-1.85. (8) Drug 1: CC(CN1CC(=O)NC(=O)C1)N2CC(=O)NC(=O)C2. Synergy scores: CSS=20.4, Synergy_ZIP=-3.13, Synergy_Bliss=1.02, Synergy_Loewe=-4.73, Synergy_HSA=-0.959. Cell line: A498. Drug 2: CN1C(=O)N2C=NC(=C2N=N1)C(=O)N. (9) Drug 1: C1=CC=C(C(=C1)C(C2=CC=C(C=C2)Cl)C(Cl)Cl)Cl. Drug 2: CC12CCC3C(C1CCC2O)C(CC4=C3C=CC(=C4)O)CCCCCCCCCS(=O)CCCC(C(F)(F)F)(F)F. Cell line: SK-MEL-28. Synergy scores: CSS=0.111, Synergy_ZIP=-1.91, Synergy_Bliss=-7.81, Synergy_Loewe=-4.00, Synergy_HSA=-7.01. (10) Drug 1: C1CN1P(=S)(N2CC2)N3CC3. Drug 2: C1CN(CCN1C(=O)CCBr)C(=O)CCBr. Cell line: PC-3. Synergy scores: CSS=13.3, Synergy_ZIP=-6.73, Synergy_Bliss=-1.98, Synergy_Loewe=-0.430, Synergy_HSA=0.482.